This data is from Full USPTO retrosynthesis dataset with 1.9M reactions from patents (1976-2016). The task is: Predict the reactants needed to synthesize the given product. (1) Given the product [CH2:1]([C:3]([C:21]1[CH:22]=[CH:23][C:24]([O:27][CH2:39][C@H:38]2[O:37][C:34](=[O:36])[CH2:35][CH2:28]2)=[CH:25][CH:26]=1)([C:6]1[CH:11]=[CH:10][C:9](/[CH:12]=[CH:13]/[C:14]([CH2:15][CH3:16])([OH:17])[CH2:18][CH3:19])=[C:8]([CH3:20])[CH:7]=1)[CH2:4][CH3:5])[CH3:2], predict the reactants needed to synthesize it. The reactants are: [CH2:1]([C:3]([C:21]1[CH:26]=[CH:25][C:24]([OH:27])=[CH:23][CH:22]=1)([C:6]1[CH:11]=[CH:10][C:9](/[CH:12]=[CH:13]/[C:14]([CH2:18][CH3:19])([OH:17])[CH2:15][CH3:16])=[C:8]([CH3:20])[CH:7]=1)[CH2:4][CH3:5])[CH3:2].[C:28]([O-])([O-])=O.[K+].[K+].[C:34]([O:37][CH2:38][CH3:39])(=[O:36])[CH3:35]. (2) Given the product [CH2:17]([C:3]([CH2:4][OH:6])([CH2:1][CH2:2][OH:23])[CH2:9][OH:11])[CH3:18], predict the reactants needed to synthesize it. The reactants are: [CH2:1]([CH:3]([C:9]([O:11]CC)=O)[C:4]([O:6]CC)=O)[CH3:2].[H-].[Na+].Br[CH2:17][C:18](OCC)=O.[O:23]1CCCC1.